Dataset: Catalyst prediction with 721,799 reactions and 888 catalyst types from USPTO. Task: Predict which catalyst facilitates the given reaction. (1) Reactant: [F:1][C:2]1[CH:29]=[CH:28][C:5]([CH2:6][C:7]2[N:15]=[CH:14][N:13]=[C:12]3[C:8]=2[N:9]=[CH:10][N:11]3[C@H:16]2[C@@H:20]3[O:21][C:22]([CH3:25])([CH3:24])[O:23][C@@H:19]3[C@@H:18]([CH2:26][OH:27])[O:17]2)=[CH:4][CH:3]=1.C(N(CC)CC)C.Cl[S:38]([NH2:41])(=[O:40])=[O:39].C(#N)C. Product: [S:38](=[O:40])(=[O:39])([O:27][CH2:26][C@@H:18]1[C@@H:19]2[C@@H:20]([O:21][C:22]([CH3:25])([CH3:24])[O:23]2)[C@H:16]([N:11]2[CH:10]=[N:9][C:8]3[C:12]2=[N:13][CH:14]=[N:15][C:7]=3[CH2:6][C:5]2[CH:28]=[CH:29][C:2]([F:1])=[CH:3][CH:4]=2)[O:17]1)[NH2:41]. The catalyst class is: 9. (2) The catalyst class is: 316. Reactant: [H-].[Al+3].[Li+].[H-].[H-].[H-].[CH:7]1([NH:11][CH2:12][CH2:13][C:14]#[N:15])[CH2:10][CH2:9][CH2:8]1.[OH-].[Na+].S([O-])([O-])(=O)=O.[Mg+2]. Product: [CH:7]1([NH:11][CH2:12][CH2:13][CH2:14][NH2:15])[CH2:10][CH2:9][CH2:8]1.